Dataset: Forward reaction prediction with 1.9M reactions from USPTO patents (1976-2016). Task: Predict the product of the given reaction. Given the reactants [CH3:1][C:2]1[C:11]2[C:6](=[CH:7][CH:8]=[CH:9][CH:10]=2)[C:5]([C:12]([NH:14][C:15]2[C:16]([C:23]([NH:25][CH2:26][CH:27]3[CH2:32][CH2:31][O:30][CH2:29][CH2:28]3)=[O:24])=[N:17][C:18]([O:21][CH3:22])=[CH:19][CH:20]=2)=[O:13])=[CH:4][CH:3]=1.[Br:33]N1C(=O)CCC1=O.C(OOC(=O)C1C=CC=CC=1)(=O)C1C=CC=CC=1, predict the reaction product. The product is: [Br:33][CH2:1][C:2]1[C:11]2[C:6](=[CH:7][CH:8]=[CH:9][CH:10]=2)[C:5]([C:12]([NH:14][C:15]2[C:16]([C:23]([NH:25][CH2:26][CH:27]3[CH2:28][CH2:29][O:30][CH2:31][CH2:32]3)=[O:24])=[N:17][C:18]([O:21][CH3:22])=[CH:19][CH:20]=2)=[O:13])=[CH:4][CH:3]=1.